From a dataset of Full USPTO retrosynthesis dataset with 1.9M reactions from patents (1976-2016). Predict the reactants needed to synthesize the given product. (1) Given the product [Br:13][CH2:12][C:9]1[CH:10]=[CH:11][C:2]([Cl:1])=[C:3]([CH:8]=1)[C:4]([O:6][CH3:7])=[O:5], predict the reactants needed to synthesize it. The reactants are: [Cl:1][C:2]1[CH:11]=[CH:10][C:9]([CH3:12])=[CH:8][C:3]=1[C:4]([O:6][CH3:7])=[O:5].[Br:13]N1C(=O)CCC1=O.C(OOC(=O)C1C=CC=CC=1)(=O)C1C=CC=CC=1.ClCCl. (2) Given the product [C:37](=[O:38])([O:39][CH:40]([CH3:42])[CH3:41])[O:32][C:31]1[C:26]([C:25](=[O:35])[NH:24][C@H:12]2[CH2:11][O:10][CH2:9][C@H:8]([CH2:1][C:2]3[CH:7]=[CH:6][CH:5]=[CH:4][CH:3]=3)[C@@H:16]([O:17][CH2:18][CH:19]([CH3:20])[CH3:43])[C@H:15]([CH3:22])[O:14][C:13]2=[O:23])=[N:27][CH:28]=[CH:29][C:30]=1[O:33][CH3:34], predict the reactants needed to synthesize it. The reactants are: [CH2:1]([C@@H:8]1[C@@H:16]([O:17][CH2:18][CH:19](O)[CH3:20])[C@H:15]([CH3:22])[O:14][C:13](=[O:23])[C@@H:12]([NH:24][C:25](=[O:35])[C:26]2[C:31]([OH:32])=[C:30]([O:33][CH3:34])[CH:29]=[CH:28][N:27]=2)[CH2:11][O:10][CH2:9]1)[C:2]1[CH:7]=[CH:6][CH:5]=[CH:4][CH:3]=1.Cl[C:37]([O:39][CH:40]([CH3:42])[CH3:41])=[O:38].[CH2:43](Cl)Cl.